Dataset: HIV replication inhibition screening data with 41,000+ compounds from the AIDS Antiviral Screen. Task: Binary Classification. Given a drug SMILES string, predict its activity (active/inactive) in a high-throughput screening assay against a specified biological target. (1) The drug is COC(=O)C1CC2c3c(c4ccccc4n3C)CC(C1=O)N2C. The result is 0 (inactive). (2) The compound is O=c1c2cccnc2ncn1CCN1CCOCC1. The result is 0 (inactive). (3) The compound is Cc1c(NC(=O)CCCl)c(=O)oc2c(C)c3occc(=O)c3cc12. The result is 0 (inactive). (4) The molecule is CC12C(=O)N(C3CCC(=O)NC3=O)C(=O)C1C1CCC2C1. The result is 0 (inactive). (5) The compound is COc1ccc(C=C2CCC(C)C3=C2NC(=S)NC3c2ccc(OC)c(OC)c2)cc1OC. The result is 0 (inactive). (6) The drug is O=[N+]([O-])c1ccc(-n2nnc(C3=NCCN3)c2-c2ccccc2)cc1. The result is 0 (inactive).